This data is from Catalyst prediction with 721,799 reactions and 888 catalyst types from USPTO. The task is: Predict which catalyst facilitates the given reaction. (1) Reactant: [CH3:1][O:2][C:3]([C:5]1[C:9]([NH:10][C:11](=[O:41])[C:12]2[CH:17]=[CH:16][CH:15]=[C:14]([CH2:18][N:19]3[C:24](=[O:25])[CH:23]=[CH:22][C:21]([C:26]4[CH:27]=[N:28][CH:29]=[C:30]([CH2:32][NH:33]C(OC(C)(C)C)=O)[CH:31]=4)=[N:20]3)[CH:13]=2)=[CH:8][N:7]([CH3:42])[N:6]=1)=[O:4].Cl.O1CCOCC1. Product: [CH3:1][O:2][C:3]([C:5]1[C:9]([NH:10][C:11](=[O:41])[C:12]2[CH:17]=[CH:16][CH:15]=[C:14]([CH2:18][N:19]3[C:24](=[O:25])[CH:23]=[CH:22][C:21]([C:26]4[CH:27]=[N:28][CH:29]=[C:30]([CH2:32][NH2:33])[CH:31]=4)=[N:20]3)[CH:13]=2)=[CH:8][N:7]([CH3:42])[N:6]=1)=[O:4]. The catalyst class is: 5. (2) Reactant: [CH:1]12[CH2:9][CH:5]([CH2:6][NH:7][CH2:8]1)[CH2:4][N:3]([CH2:10][CH:11]([OH:22])[CH2:12][O:13][C:14]1[CH:21]=[CH:20][C:17]([C:18]#[N:19])=[CH:16][CH:15]=1)[CH2:2]2.[C:23]([N:25]=[C:26](OC1C=CC=CC=1)[NH:27][CH2:28][C:29]1[CH:34]=[C:33]([O:35][CH3:36])[C:32]([O:37][CH3:38])=[C:31]([O:39][CH3:40])[CH:30]=1)#[N:24]. Product: [C:23]([N:25]=[C:26]([N:7]1[CH2:6][CH:5]2[CH2:9][CH:1]([CH2:2][N:3]([CH2:10][CH:11]([OH:22])[CH2:12][O:13][C:14]3[CH:15]=[CH:16][C:17]([C:18]#[N:19])=[CH:20][CH:21]=3)[CH2:4]2)[CH2:8]1)[NH:27][CH2:28][C:29]1[CH:30]=[C:31]([O:39][CH3:40])[C:32]([O:37][CH3:38])=[C:33]([O:35][CH3:36])[CH:34]=1)#[N:24]. The catalyst class is: 32.